From a dataset of Peptide-MHC class II binding affinity with 134,281 pairs from IEDB. Regression. Given a peptide amino acid sequence and an MHC pseudo amino acid sequence, predict their binding affinity value. This is MHC class II binding data. The MHC is HLA-DQA10501-DQB10301 with pseudo-sequence HLA-DQA10501-DQB10301. The peptide sequence is EKKYFAATQFEPEAA. The binding affinity (normalized) is 0.340.